From a dataset of Catalyst prediction with 721,799 reactions and 888 catalyst types from USPTO. Predict which catalyst facilitates the given reaction. Reactant: [C:1]([C:3](=[C:7](SC)SC)[C:4]([NH2:6])=[O:5])#[N:2].[CH3:12][S:13]([C:16]1[CH:23]=[CH:22][C:19]([CH2:20][NH2:21])=[CH:18][CH:17]=1)(=[O:15])=[O:14].O.[NH2:25][NH2:26]. Product: [NH2:2][C:1]1[NH:26][N:25]=[C:7]([NH:21][CH2:20][C:19]2[CH:22]=[CH:23][C:16]([S:13]([CH3:12])(=[O:14])=[O:15])=[CH:17][CH:18]=2)[C:3]=1[C:4]([NH2:6])=[O:5]. The catalyst class is: 14.